From a dataset of Forward reaction prediction with 1.9M reactions from USPTO patents (1976-2016). Predict the product of the given reaction. (1) Given the reactants [CH3:1][C:2]1[S:6][C:5]([C:7]2[CH:8]=[N:9][NH:10][C:11]=2[NH2:12])=[N:4][CH:3]=1.[Cl:13][C:14]1[CH:19]=[CH:18][C:17]([C:20](=O)[CH2:21][C:22](OCC)=[O:23])=[CH:16][CH:15]=1.CC1C=CC(S(O)(=O)=O)=CC=1, predict the reaction product. The product is: [Cl:13][C:14]1[CH:15]=[CH:16][C:17]([C:20]2[NH:12][C:11]3[N:10]([N:9]=[CH:8][C:7]=3[C:5]3[S:6][C:2]([CH3:1])=[CH:3][N:4]=3)[C:22](=[O:23])[CH:21]=2)=[CH:18][CH:19]=1. (2) Given the reactants [N:1]1[CH:6]=[CH:5][CH:4]=[CH:3][C:2]=1[CH:7]1[CH2:12][CH2:11][N:10]([C:13]2C(CC(O)C)=CC=C3C([NH:18][C:19](=O)[C:14]=23)=O)[CH2:9][CH2:8]1.NN.C[OH:31], predict the reaction product. The product is: [N:1]1[CH:6]=[CH:5][CH:4]=[CH:3][C:2]=1[CH:7]1[CH2:12][CH2:11][N:10]([CH2:13][CH:14]([OH:31])[CH2:19][NH2:18])[CH2:9][CH2:8]1. (3) Given the reactants [Cl:1][C:2]1[N:7]=C(C=C)[N:5]=[C:4]([NH:10][CH2:11][CH2:12][C:13]2[CH:18]=[CH:17][C:16]([Cl:19])=[CH:15][C:14]=2[Cl:20])[CH:3]=1.C[N+]1([O-])CC[O:25]CC1.S(=O)(O)[O-].[Na+].[CH2:34]1C[O:37][CH2:36][CH2:35]1, predict the reaction product. The product is: [Cl:1][C:2]1[CH:3]=[C:4]([NH:10][CH2:11][CH2:12][C:13]2[CH:18]=[CH:17][C:16]([Cl:19])=[CH:15][C:14]=2[Cl:20])[N:5]=[C:34]([CH:35]([OH:25])[CH2:36][OH:37])[N:7]=1. (4) Given the reactants [C:1]([NH:9][CH:10]1[C:16](=[O:17])[N:15]2[CH:18]([C:22]([NH:24][CH:25]([C:34](=[O:38])[CH:35]=[N+]=[N-])[CH2:26][C:27]([O:29]C(C)(C)C)=[O:28])=[O:23])[CH2:19][CH2:20][CH2:21][N:14]2[C:13](=[O:39])[CH2:12][CH2:11]1)(=[O:8])[C:2]1[CH:7]=[CH:6][CH:5]=[CH:4][CH:3]=1.[BrH:40].C(O)(=O)C, predict the reaction product. The product is: [Br:40][CH2:35][C:34](=[O:38])[CH:25]([NH:24][C:22]([CH:18]1[N:15]2[C:16](=[O:17])[CH:10]([NH:9][C:1](=[O:8])[C:2]3[CH:7]=[CH:6][CH:5]=[CH:4][CH:3]=3)[CH2:11][CH2:12][C:13](=[O:39])[N:14]2[CH2:21][CH2:20][CH2:19]1)=[O:23])[CH2:26][C:27]([OH:29])=[O:28]. (5) Given the reactants [C:1]([O:5][C:6]([N:8]1[CH2:13][CH2:12][N:11]([C:14]2[C:19](Cl)=[N:18][CH:17]=[CH:16][N:15]=2)[CH:10]([CH3:21])[CH2:9]1)=[O:7])([CH3:4])([CH3:3])[CH3:2].[N:22]1[CH:27]=[CH:26][C:25]([CH2:28][OH:29])=[CH:24][CH:23]=1.C(C(CCC)[O-])(C)(C)C.[K+].C(O)(C)(C)C, predict the reaction product. The product is: [C:1]([O:5][C:6]([N:8]1[CH2:13][CH2:12][N:11]([C:14]2[C:19]([O:29][CH2:28][C:25]3[CH:26]=[CH:27][N:22]=[CH:23][CH:24]=3)=[N:18][CH:17]=[CH:16][N:15]=2)[CH:10]([CH3:21])[CH2:9]1)=[O:7])([CH3:4])([CH3:3])[CH3:2].